This data is from Reaction yield outcomes from USPTO patents with 853,638 reactions. The task is: Predict the reaction yield, written as a fraction of the theoretical maximum amount of product (1.0 means a 100% yield; for example, 0.34 means a 34% yield). (1) The reactants are [N:1]1([CH2:7][C:8](=O)[CH2:9][C:10]([O:12][CH3:13])=[O:11])[CH2:6][CH2:5][O:4][CH2:3][CH2:2]1.[CH3:15]OC(OC)N(C)C.Cl.[CH3:24][O:25][C:26]1[CH:31]=[CH:30][C:29]([NH:32][NH2:33])=[CH:28][CH:27]=1. The catalyst is C(O)C. The product is [CH3:24][O:25][C:26]1[CH:31]=[CH:30][C:29]([N:32]2[CH:15]=[C:9]([C:10]([O:12][CH3:13])=[O:11])[C:8]([CH2:7][N:1]3[CH2:6][CH2:5][O:4][CH2:3][CH2:2]3)=[N:33]2)=[CH:28][CH:27]=1. The yield is 0.930. (2) The reactants are [C:1]1([C:7]2[CH:8]=[N:9][N:10]([C:12]3[N:17]=[CH:16][C:15]([NH:18][CH:19]([C:23]4[CH:37]=[CH:36][C:26]([C:27]([NH:29][CH2:30][CH2:31][C:32]([O:34]C)=[O:33])=[O:28])=[CH:25][CH:24]=4)[CH2:20][CH2:21][CH3:22])=[CH:14][CH:13]=3)[CH:11]=2)[CH:6]=[CH:5][CH:4]=[CH:3][CH:2]=1.[OH-].[Na+]. The catalyst is CO.O1CCCC1. The product is [C:1]1([C:7]2[CH:8]=[N:9][N:10]([C:12]3[N:17]=[CH:16][C:15]([NH:18][CH:19]([C:23]4[CH:24]=[CH:25][C:26]([C:27]([NH:29][CH2:30][CH2:31][C:32]([OH:34])=[O:33])=[O:28])=[CH:36][CH:37]=4)[CH2:20][CH2:21][CH3:22])=[CH:14][CH:13]=3)[CH:11]=2)[CH:6]=[CH:5][CH:4]=[CH:3][CH:2]=1. The yield is 0.770. (3) The reactants are Cl[CH2:2][CH2:3][O:4][C:5]1[C:13]2[C:8](=[N:9][CH:10]=[N:11][C:12]=2[NH:14][C:15]2[CH:20]=[CH:19][C:18]([O:21][C:22]3[CH:23]=[N:24][C:25]([CH3:28])=[CH:26][CH:27]=3)=[C:17]([Cl:29])[CH:16]=2)[NH:7][N:6]=1.[CH3:30][NH:31][CH2:32][CH2:33][OH:34]. No catalyst specified. The product is [Cl:29][C:17]1[CH:16]=[C:15]([NH:14][C:12]2[N:11]=[CH:10][N:9]=[C:8]3[NH:7][N:6]=[C:5]([O:4][CH2:3][CH2:2][N:31]([CH3:30])[CH2:32][CH2:33][OH:34])[C:13]=23)[CH:20]=[CH:19][C:18]=1[O:21][C:22]1[CH:23]=[N:24][C:25]([CH3:28])=[CH:26][CH:27]=1. The yield is 0.340. (4) The reactants are [NH2:1][C:2]1[CH:22]=[CH:21][C:5]([O:6][C:7]2[C:16]3[C:11](=[CH:12][C:13]([O:19][CH3:20])=[C:14]([C:17]#[N:18])[CH:15]=3)[N:10]=[CH:9][CH:8]=2)=[CH:4][CH:3]=1.[C:23](Cl)(=[O:31])[O:24][C:25]1[CH:30]=[CH:29][CH:28]=[CH:27][CH:26]=1.C(OCC)(=O)C.O. The catalyst is CN(C)C=O.N1C=CC=CC=1. The product is [C:17]([C:14]1[CH:15]=[C:16]2[C:11](=[CH:12][C:13]=1[O:19][CH3:20])[N:10]=[CH:9][CH:8]=[C:7]2[O:6][C:5]1[CH:21]=[CH:22][C:2]([NH:1][C:23](=[O:31])[O:24][C:25]2[CH:30]=[CH:29][CH:28]=[CH:27][CH:26]=2)=[CH:3][CH:4]=1)#[N:18]. The yield is 0.560. (5) The reactants are [O:1]([C:3]1[CH:4]=[C:5]([CH:8]=[C:9]([O:13][CH3:14])[C:10]=1[O:11][CH3:12])[CH2:6]O)[CH3:2].P(Br)(Br)[Br:16].O. The catalyst is ClCCl. The product is [O:1]([C:3]1[CH:4]=[C:5]([CH:8]=[C:9]([O:13][CH3:14])[C:10]=1[O:11][CH3:12])[CH2:6][Br:16])[CH3:2]. The yield is 0.844. (6) The reactants are [Cl:1][C:2]1[CH:10]=[C:6]([C:7]([OH:9])=O)[C:5]([OH:11])=[CH:4][CH:3]=1.[NH2:12][C:13]1[S:14][CH:15]=[C:16]([C:18]2[CH:23]=[C:22]([F:24])[CH:21]=[CH:20][C:19]=2[F:25])[N:17]=1. No catalyst specified. The product is [Cl:1][C:2]1[CH:3]=[CH:4][C:5]([OH:11])=[C:6]([CH:10]=1)[C:7]([NH:12][C:13]1[S:14][CH:15]=[C:16]([C:18]2[CH:23]=[C:22]([F:24])[CH:21]=[CH:20][C:19]=2[F:25])[N:17]=1)=[O:9]. The yield is 0.365. (7) The reactants are Cl[C:2]1[N:7]=[C:6]([C:8]2[N:12]3[CH:13]=[CH:14][CH:15]=[CH:16][C:11]3=[N:10][C:9]=2[C:17]2[CH:18]=[CH:19][C:20]([O:34][CH2:35][CH3:36])=[C:21]([CH:33]=2)[C:22]([NH:24][C:25]2[C:30]([F:31])=[CH:29][CH:28]=[CH:27][C:26]=2[F:32])=[O:23])[CH:5]=[CH:4][N:3]=1.[CH3:37][C:38]1[C:39]([N:48]2[CH2:53][CH2:52][N:51]([CH2:54][CH2:55][S:56]([CH3:59])(=[O:58])=[O:57])[CH2:50][CH2:49]2)=[CH:40][C:41]([O:45][CH2:46][CH3:47])=[C:42]([NH2:44])[CH:43]=1.C1(C)C=CC(S(O)(=O)=O)=CC=1.C[O-].[Na+]. The catalyst is C(O)C(F)(F)F.CO. The product is [F:32][C:26]1[CH:27]=[CH:28][CH:29]=[C:30]([F:31])[C:25]=1[NH:24][C:22](=[O:23])[C:21]1[CH:33]=[C:17]([C:9]2[N:10]=[C:11]3[CH:16]=[CH:15][CH:14]=[CH:13][N:12]3[C:8]=2[C:6]2[CH:5]=[CH:4][N:3]=[C:2]([NH:44][C:42]3[CH:43]=[C:38]([CH3:37])[C:39]([N:48]4[CH2:53][CH2:52][N:51]([CH2:54][CH2:55][S:56]([CH3:59])(=[O:58])=[O:57])[CH2:50][CH2:49]4)=[CH:40][C:41]=3[O:45][CH2:46][CH3:47])[N:7]=2)[CH:18]=[CH:19][C:20]=1[O:34][CH2:35][CH3:36]. The yield is 0.540. (8) The reactants are [CH3:1][N:2]1[CH:6]=[CH:5][N:4]=[C:3]1[CH:7]=O.[NH2:9][C:10]1[CH:18]=[CH:17][CH:16]=[C:15]2[C:11]=1[CH2:12][O:13][C:14]2=[O:19].S([O-])([O-])(=O)=O.[Mg+2]. The catalyst is C(#N)C. The product is [CH3:1][N:2]1[CH:6]=[CH:5][N:4]=[C:3]1/[CH:7]=[N:9]/[C:10]1[CH:18]=[CH:17][CH:16]=[C:15]2[C:11]=1[CH2:12][O:13][C:14]2=[O:19]. The yield is 0.680. (9) The reactants are [CH3:1][C@@H:2]1[N:7]([C:8]([O:10][C:11]([CH3:14])([CH3:13])[CH3:12])=[O:9])[CH2:6][C:5]2[C:15](OS(C(F)(F)F)(=O)=O)=[N:16][NH:17][C:4]=2[CH2:3]1.[S:26]1[CH:30]=[CH:29][CH:28]=[C:27]1B(O)O.CC(C1C=C(C(C)C)C(C2C=CC=CC=2P(C2CCCCC2)C2CCCCC2)=C(C(C)C)C=1)C.[O-]P([O-])([O-])=O.[K+].[K+].[K+]. The catalyst is O1CCOCC1.O. The product is [CH3:1][C@@H:2]1[N:7]([C:8]([O:10][C:11]([CH3:12])([CH3:13])[CH3:14])=[O:9])[CH2:6][C:5]2[C:15]([C:27]3[S:26][CH:30]=[CH:29][CH:28]=3)=[N:16][NH:17][C:4]=2[CH2:3]1. The yield is 0.724. (10) The reactants are Cl.[NH2:2][C@@H:3]1[C:11]2[C:6](=[C:7]([C:12]3[S:16][C:15]([C:17]4[CH:18]=[CH:19][C:20]([O:25][CH:26]([CH3:28])[CH3:27])=[C:21]([CH:24]=4)[C:22]#[N:23])=[N:14][N:13]=3)[CH:8]=[CH:9][CH:10]=2)[CH2:5][CH2:4]1.C([O-])([O-])=O.[K+].[K+].Br[CH2:36][C:37]([O:39][CH3:40])=[O:38]. The catalyst is CC#N. The product is [C:22]([C:21]1[CH:24]=[C:17]([C:15]2[S:16][C:12]([C:7]3[CH:8]=[CH:9][CH:10]=[C:11]4[C:6]=3[CH2:5][CH2:4][C@@H:3]4[NH:2][CH2:36][C:37]([O:39][CH3:40])=[O:38])=[N:13][N:14]=2)[CH:18]=[CH:19][C:20]=1[O:25][CH:26]([CH3:28])[CH3:27])#[N:23]. The yield is 0.900.